Dataset: M1 muscarinic receptor agonist screen with 61,833 compounds. Task: Binary Classification. Given a drug SMILES string, predict its activity (active/inactive) in a high-throughput screening assay against a specified biological target. (1) The molecule is O1C2(OCC1)CCN(CC2)c1ncnc2n(ncc12)c1c(cc(cc1)C)C. The result is 0 (inactive). (2) The compound is Clc1c(c2nnc(nc2N)N)cccc1Cl. The result is 0 (inactive). (3) The compound is S(=O)(=O)(NCC(C)C)c1ccc(CCC(=O)N2CCN(CC2)c2c(OC)cccc2)cc1. The result is 0 (inactive). (4) The compound is O=C(C=1C(N=c2n([nH]nn2)C1C(OC)=O)c1cc(OC)c(OC)cc1)c1ccccc1. The result is 0 (inactive). (5) The drug is OC(=O)C(NC(=O)Nc1c(OC)ccc(OC)c1)Cc1ccccc1. The result is 0 (inactive). (6) The molecule is S(=O)(=O)(NCCc1cc(OC)c(OC)cc1)c1ccc(F)cc1. The result is 0 (inactive). (7) The molecule is S(CC(=O)Nc1c(N2CCOCC2)ccc(c1)C(F)(F)F)c1nc(N)c(cn1)C(OCC)=O. The result is 0 (inactive).